This data is from Full USPTO retrosynthesis dataset with 1.9M reactions from patents (1976-2016). The task is: Predict the reactants needed to synthesize the given product. (1) Given the product [C:27]1([CH:30]([NH:34][C:35]([C:14]2[C:15]([NH:21][C:11]([NH:10][C:3]3[C:2]([CH3:1])=[CH:7][C:6]([CH3:8])=[CH:5][C:4]=3[CH3:9])=[O:12])=[CH:16][C:17]3[C:18](=[CH:57][CH:52]=[CH:53][CH:54]=3)[CH:19]=2)=[O:37])[C:31]([OH:33])=[O:32])[CH:26]=[CH:25][CH:24]=[CH:29][CH:28]=1, predict the reactants needed to synthesize it. The reactants are: [CH3:1][C:2]1[CH:7]=[C:6]([CH3:8])[CH:5]=[C:4]([CH3:9])[C:3]=1[N:10]=[C:11]=[O:12].Cl[C:14]1[CH:19]=[CH:18][CH:17]=[C:16](C)[C:15]=1[N:21]=C=O.[CH:24]1[CH:29]=[CH:28][C:27]([C@@H:30]([NH:34][C:35]([O:37]CC2C3C(=CC=CC=3)C3C2=CC=CC=3)=O)[C:31]([OH:33])=[O:32])=[CH:26][CH:25]=1.[CH2:52]1[CH2:57][CH2:57][CH:52]([C@H:53](NC(OCC2C3C(=CC=CC=3)C3C2=CC=CC=3)=O)[C:54](O)=O)[CH2:54][CH2:53]1. (2) Given the product [Br:17][C:14]1[CH:15]=[CH:16][C:11]([C:8]2[CH:9]=[CH:10][C:5]([C:3]3[N:18]=[C:19]4[CH:24]=[CH:23][CH:22]=[CH:21][N:20]4[CH:2]=3)=[CH:6][CH:7]=2)=[CH:12][CH:13]=1, predict the reactants needed to synthesize it. The reactants are: Br[CH2:2][C:3]([C:5]1[CH:10]=[CH:9][C:8]([C:11]2[CH:16]=[CH:15][C:14]([Br:17])=[CH:13][CH:12]=2)=[CH:7][CH:6]=1)=O.[NH2:18][C:19]1[CH:24]=[CH:23][CH:22]=[CH:21][N:20]=1.C(=O)([O-])O.[Na+]. (3) Given the product [Si:37]([O:1][C@H:2]1[C@H:9]2[C@H:5]([N:6]([S:11]([C:14]3[CH:19]=[CH:18][CH:17]=[CH:16][C:15]=3[N+:20]([O-:22])=[O:21])(=[O:13])=[O:12])[C:7](=[O:10])[O:8]2)[CH2:4][CH2:3]1)([C:40]([CH3:43])([CH3:42])[CH3:41])([CH3:39])[CH3:38], predict the reactants needed to synthesize it. The reactants are: [OH:1][C@H:2]1[C@H:9]2[C@H:5]([N:6]([S:11]([C:14]3[CH:19]=[CH:18][CH:17]=[CH:16][C:15]=3[N+:20]([O-:22])=[O:21])(=[O:13])=[O:12])[C:7](=[O:10])[O:8]2)[CH2:4][CH2:3]1.N1C(C)=CC=CC=1C.FC(F)(F)S(O[Si:37]([C:40]([CH3:43])([CH3:42])[CH3:41])([CH3:39])[CH3:38])(=O)=O. (4) Given the product [Br:35][CH2:8][C:7]1[C:2]([Cl:1])=[CH:3][N:4]=[CH:5][C:6]=1[Cl:10], predict the reactants needed to synthesize it. The reactants are: [Cl:1][C:2]1[CH:3]=[N:4][CH:5]=[C:6]([Cl:10])[C:7]=1[CH2:8]O.C1(P(C2C=CC=CC=2)C2C=CC=CC=2)C=CC=CC=1.N1C=CN=C1.[Br:35]Br.